Dataset: TCR-epitope binding with 47,182 pairs between 192 epitopes and 23,139 TCRs. Task: Binary Classification. Given a T-cell receptor sequence (or CDR3 region) and an epitope sequence, predict whether binding occurs between them. (1) The epitope is HPVGEADYFEY. The TCR CDR3 sequence is CASSLKRPGGTGELFF. Result: 0 (the TCR does not bind to the epitope). (2) The epitope is MPASWVMRI. The TCR CDR3 sequence is CASSLEGSNEQFF. Result: 1 (the TCR binds to the epitope). (3) The epitope is EEHVQIHTI. The TCR CDR3 sequence is CASSSTGGFQETQYF. Result: 0 (the TCR does not bind to the epitope). (4) The epitope is YLDAYNMMI. The TCR CDR3 sequence is CSVEKLEGSGELFF. Result: 1 (the TCR binds to the epitope).